From a dataset of Forward reaction prediction with 1.9M reactions from USPTO patents (1976-2016). Predict the product of the given reaction. Given the reactants [CH3:1][C@H:2]1[O:7][C@@H:6]([CH3:8])[CH2:5][N:4]([C:9]2[C:16]([F:17])=[C:15]([F:18])[C:14]([C:19]#[CH:20])=[CH:13][C:10]=2[CH:11]=[O:12])[CH2:3]1.CCN(C(C)C)C(C)C.Br[C:31]1[S:32][CH:33]=[N:34][N:35]=1, predict the reaction product. The product is: [CH3:1][C@H:2]1[O:7][C@@H:6]([CH3:8])[CH2:5][N:4]([C:9]2[C:16]([F:17])=[C:15]([F:18])[C:14]([C:19]#[C:20][C:31]3[S:32][CH:33]=[N:34][N:35]=3)=[CH:13][C:10]=2[CH:11]=[O:12])[CH2:3]1.